The task is: Predict the reactants needed to synthesize the given product.. This data is from Full USPTO retrosynthesis dataset with 1.9M reactions from patents (1976-2016). (1) Given the product [CH:1]([N:14]1[CH2:17][CH:16]([CH2:18][OH:19])[CH2:15]1)([C:8]1[CH:13]=[CH:12][CH:11]=[CH:10][CH:9]=1)[C:2]1[CH:3]=[CH:4][CH:5]=[CH:6][CH:7]=1, predict the reactants needed to synthesize it. The reactants are: [CH:1]([N:14]1[CH2:17][CH:16]([C:18](O)=[O:19])[CH2:15]1)([C:8]1[CH:13]=[CH:12][CH:11]=[CH:10][CH:9]=1)[C:2]1[CH:7]=[CH:6][CH:5]=[CH:4][CH:3]=1.C(N(CC)CC)C.C(Cl)(=O)OCC. (2) Given the product [Cl:27][C:28]1[CH:35]=[C:34]([C:36]2[C:40]([CH3:41])=[N:39][N:38]([CH2:20][C:21]3[O:25][CH:24]=[CH:23][CH:22]=3)[C:37]=2[CH3:42])[CH:33]=[CH:32][C:29]=1[C:30]#[N:31], predict the reactants needed to synthesize it. The reactants are: C1(P(C2C=CC=CC=2)C2C=CC=CC=2)C=CC=CC=1.[CH2:20](O)[C:21]1[O:25][CH:24]=[CH:23][CH:22]=1.[Cl:27][C:28]1[CH:35]=[C:34]([C:36]2[C:37]([CH3:42])=[N:38][NH:39][C:40]=2[CH3:41])[CH:33]=[CH:32][C:29]=1[C:30]#[N:31].N(C(OC(C)(C)C)=O)=NC(OC(C)(C)C)=O. (3) Given the product [C:19]([O:18][C:16](=[O:17])[NH:15][C@H:13]([C:12](=[O:23])[NH:11][CH:4]([C:5]1[CH:10]=[CH:9][CH:8]=[CH:7][N:6]=1)[CH2:3][OH:2])[CH3:14])([CH3:20])([CH3:21])[CH3:22], predict the reactants needed to synthesize it. The reactants are: C[O:2][C:3](=O)[CH:4]([NH:11][C:12](=[O:23])[C@@H:13]([NH:15][C:16]([O:18][C:19]([CH3:22])([CH3:21])[CH3:20])=[O:17])[CH3:14])[C:5]1[CH:10]=[CH:9][CH:8]=[CH:7][N:6]=1.[Li+].[BH4-]. (4) Given the product [CH2:25]([O:29][C:2]1[CH:10]=[CH:9][C:5]([C:6]([OH:8])=[O:7])=[C:4]([N+:11]([O-:13])=[O:12])[CH:3]=1)[CH2:26][CH2:27][CH3:28], predict the reactants needed to synthesize it. The reactants are: F[C:2]1[CH:10]=[CH:9][C:5]([C:6]([OH:8])=[O:7])=[C:4]([N+:11]([O-:13])=[O:12])[CH:3]=1.S(=O)(=O)(O)O.C(OCC)(=O)C.[CH2:25]([OH:29])[CH2:26][CH2:27][CH3:28]. (5) The reactants are: [CH3:1][O:2][C:3]1[CH:4]=[C:5]2[C:10](=[CH:11][CH:12]=1)[CH:9]=[C:8](C(O)=O)[CH:7]=[CH:6]2.C1(P(N=[N+]=[N-])(C2C=CC=CC=2)=[O:23])C=CC=CC=1.C([N:35]([CH2:38]C)CC)C.[CH3:40][C:41]([OH:44])([CH3:43])[CH3:42]. Given the product [CH3:1][O:2][C:3]1[CH:4]=[C:5]2[C:10](=[CH:11][CH:12]=1)[CH:9]=[C:8]([NH:35][C:38](=[O:23])[O:44][C:41]([CH3:43])([CH3:42])[CH3:40])[CH:7]=[CH:6]2, predict the reactants needed to synthesize it.